Dataset: Drug-target binding data from BindingDB using IC50 measurements. Task: Regression. Given a target protein amino acid sequence and a drug SMILES string, predict the binding affinity score between them. We predict pIC50 (pIC50 = -log10(IC50 in M); higher means more potent). Dataset: bindingdb_ic50. (1) The drug is CC(=O)Nc1ccc(S(=O)(=O)N2CCC(NC(=O)c3ccnn3C)CC2)cc1. The target protein (Q9H7B4) has sequence MEPLKVEKFATAKRGNGLRAVTPLRPGELLFRSDPLAYTVCKGSRGVVCDRCLLGKEKLMRCSQCRVAKYCSAKCQKKAWPDHKRECKCLKSCKPRYPPDSVRLLGRVVFKLMDGAPSESEKLYSFYDLESNINKLTEDKKEGLRQLVMTFQHFMREEIQDASQLPPAFDLFEAFAKVICNSFTICNAEMQEVGVGLYPSISLLNHSCDPNCSIVFNGPHLLLRAVRDIEVGEELTICYLDMLMTSEERRKQLRDQYCFECDCFRCQTQDKDADMLTGDEQVWKEVQESLKKIEELKAHWKWEQVLAMCQAIISSNSERLPDINIYQLKVLDCAMDACINLGLLEEALFYGTRTMEPYRIFFPGSHPVRGVQVMKVGKLQLHQGMFPQAMKNLRLAFDIMRVTHGREHSLIEDLILLLEECDANIRAS. The pIC50 is 4.0. (2) The small molecule is Nc1ccn(C2OC(CO)[C@@H](O)[C@]23CCO3)c(=O)n1. The target protein sequence is SMSYTWTGALITPCAAEETKLPINALSNSLLRHHNLVYATTSRSASLRQKKVTFDRLQVLDDHYRDVLKEMKAKASTVKAKLLSVEEACKLTPPHSARSKFGYGAKDVRNLSSKAVNHIRSVWKDLLEDTETPIDTTIMAKNEVFCVQPEKGGRKPARLIVFPDLGVRVCEKMALYDVVSTLPQAVMGSSYGFQYSPGQRVEFLVNAWKAKKCPMGFAYDTRCFDSTVTENDIRVEESIYQCCDLAPEARQAIRSLTERLYIGGPLTNSKGQNCGYRRCRATGVLTTSCGNTLTCYLKAAAACRAAKLQDCTMLVCGDDLVVICESAGTQEDEASLRAFTEAMTRYSAPPGDPPKPEYDLELITSCSSNVSVAHDASGKRVYYLTRDPTTPLARAAWETARHTPVNSWLGNIIMYAPTLWARMILMTHFFSILLAQEQLEKALDCQIYGACYSIEPLDLPQIIQRLHGLSAFSLHSYSPGEINRVASCLRKLGVPPLRVW.... The pIC50 is 4.2.